Dataset: Forward reaction prediction with 1.9M reactions from USPTO patents (1976-2016). Task: Predict the product of the given reaction. Given the reactants [Cl:1][C:2]1[C:10]2[N:9]=[C:8]3[N:11]([C:16]4[C:21]([Cl:22])=[CH:20][C:19]([Cl:23])=[CH:18][N:17]=4)[CH2:12][CH2:13][CH2:14][CH2:15][N:7]3[C:6]=2[C:5]([CH:24]([OH:27])[CH2:25][CH3:26])=[CH:4][CH:3]=1.[C:28](OC(=O)C)(=[O:30])[CH3:29], predict the reaction product. The product is: [C:28]([O:27][CH:24]([C:5]1[C:6]2[N:7]3[CH2:15][CH2:14][CH2:13][CH2:12][N:11]([C:16]4[C:21]([Cl:22])=[CH:20][C:19]([Cl:23])=[CH:18][N:17]=4)[C:8]3=[N:9][C:10]=2[C:2]([Cl:1])=[CH:3][CH:4]=1)[CH2:25][CH3:26])(=[O:30])[CH3:29].